Dataset: Reaction yield outcomes from USPTO patents with 853,638 reactions. Task: Predict the reaction yield, written as a fraction of the theoretical maximum amount of product (1.0 means a 100% yield; for example, 0.34 means a 34% yield). The yield is 0.626. The product is [S:23]1[C:24]([C:2]2[CH:3]=[C:4]([CH:20]=[CH:21][CH:22]=2)[O:5][CH2:6][CH2:7][C@@H:8]([N:12]2[CH:16]=[C:15]([C:17]([NH2:19])=[O:18])[N:14]=[CH:13]2)[C@@H:9]([OH:11])[CH3:10])=[CH:25][C:26]2[CH:31]=[CH:30][CH:29]=[CH:28][C:27]1=2. The catalyst is COCCOC.O.C1C=CC([P]([Pd]([P](C2C=CC=CC=2)(C2C=CC=CC=2)C2C=CC=CC=2)([P](C2C=CC=CC=2)(C2C=CC=CC=2)C2C=CC=CC=2)[P](C2C=CC=CC=2)(C2C=CC=CC=2)C2C=CC=CC=2)(C2C=CC=CC=2)C2C=CC=CC=2)=CC=1. The reactants are Br[C:2]1[CH:3]=[C:4]([CH:20]=[CH:21][CH:22]=1)[O:5][CH2:6][CH2:7][C@@H:8]([N:12]1[CH:16]=[C:15]([C:17]([NH2:19])=[O:18])[N:14]=[CH:13]1)[C@@H:9]([OH:11])[CH3:10].[S:23]1[C:27]2[CH:28]=[CH:29][CH:30]=[CH:31][C:26]=2[CH:25]=[C:24]1B(O)O.C([O-])([O-])=O.[Na+].[Na+].